Predict the product of the given reaction. From a dataset of Forward reaction prediction with 1.9M reactions from USPTO patents (1976-2016). (1) Given the reactants F[C:2]1[CH:7]=[C:6]([F:8])[CH:5]=[CH:4][C:3]=1[C:9]1[CH:14]=[CH:13][CH:12]=[CH:11][C:10]=1[CH:15]([NH2:17])[CH3:16].FC1C=C(F)C=CC=1[C:26]1[CH:31]=[CH:30][CH:29]=[CH:28][C:27]=1[C:32](=[O:34])C.C([O-])(=[O:37])C.[NH4+].C([BH3-])#N.[Na+], predict the reaction product. The product is: [F:8][C:6]1[CH:7]=[CH:2][C:3]2[C:9]3[C:10]([CH:15]([CH3:16])[N:17]([C:32]([C:27]4[CH:28]=[C:29]([OH:37])[CH:30]=[CH:31][CH:26]=4)=[O:34])[C:4]=2[CH:5]=1)=[CH:11][CH:12]=[CH:13][CH:14]=3. (2) Given the reactants [N:1]1([CH:6]([C:10]2[CH:15]=[CH:14][C:13]([NH:16][C:17](=[O:24])[CH2:18][CH2:19][CH2:20][C:21]([OH:23])=[O:22])=[CH:12][CH:11]=2)[CH:7]([CH3:9])[CH3:8])[CH:5]=[CH:4][N:3]=[CH:2]1.OS(O)(=O)=O.[CH2:30](O)[CH3:31], predict the reaction product. The product is: [N:1]1([CH:6]([C:10]2[CH:15]=[CH:14][C:13]([NH:16][C:17](=[O:24])[CH2:18][CH2:19][CH2:20][C:21]([O:23][CH2:30][CH3:31])=[O:22])=[CH:12][CH:11]=2)[CH:7]([CH3:9])[CH3:8])[CH:5]=[CH:4][N:3]=[CH:2]1.